From a dataset of Full USPTO retrosynthesis dataset with 1.9M reactions from patents (1976-2016). Predict the reactants needed to synthesize the given product. (1) The reactants are: [C:1]([O:5][C:6]([N:8]1[C:16]2[C:11](=[CH:12][CH:13]=[CH:14][CH:15]=2)[CH2:10][CH:9]1[CH2:17][OH:18])=[O:7])([CH3:4])([CH3:3])[CH3:2].[H-].[Na+].[CH2:21](Br)[C:22]1[CH:27]=[CH:26][CH:25]=[CH:24][CH:23]=1.C(O)(=O)CC(CC(O)=O)(C(O)=O)O. Given the product [C:1]([O:5][C:6]([N:8]1[C:16]2[C:11](=[CH:12][CH:13]=[CH:14][CH:15]=2)[CH2:10][CH:9]1[CH2:17][O:18][CH2:21][C:22]1[CH:27]=[CH:26][CH:25]=[CH:24][CH:23]=1)=[O:7])([CH3:4])([CH3:3])[CH3:2], predict the reactants needed to synthesize it. (2) Given the product [O:38]=[C:34]1[CH:33]=[C:32]([O:31][CH2:30][C:27]2[CH:26]=[CH:25][C:24]([C:23]([F:40])([F:22])[F:39])=[CH:29][N:28]=2)[CH:37]=[CH:36][N:35]1[C:2]1[CH:7]=[CH:6][C:5]2[C:8]3[CH2:9][N:10]([C:15]([O:17][C:18]([CH3:21])([CH3:20])[CH3:19])=[O:16])[CH2:11][CH2:12][C:13]=3[O:14][C:4]=2[CH:3]=1, predict the reactants needed to synthesize it. The reactants are: Br[C:2]1[CH:7]=[CH:6][C:5]2[C:8]3[CH2:9][N:10]([C:15]([O:17][C:18]([CH3:21])([CH3:20])[CH3:19])=[O:16])[CH2:11][CH2:12][C:13]=3[O:14][C:4]=2[CH:3]=1.[F:22][C:23]([F:40])([F:39])[C:24]1[CH:25]=[CH:26][C:27]([CH2:30][O:31][C:32]2[CH:37]=[CH:36][NH:35][C:34](=[O:38])[CH:33]=2)=[N:28][CH:29]=1. (3) Given the product [C:13]1(/[CH:12]=[CH:11]/[C:2]2[C:10]3[CH:9]=[CH:8][S:7][C:6]=3[CH:5]=[CH:4][CH:3]=2)[CH:18]=[CH:17][CH:16]=[CH:15][CH:14]=1, predict the reactants needed to synthesize it. The reactants are: Br[C:2]1[C:10]2[CH:9]=[CH:8][S:7][C:6]=2[CH:5]=[CH:4][CH:3]=1.[CH2:11]=[CH:12][C:13]1[CH:18]=[CH:17][CH:16]=[CH:15][CH:14]=1.C(N(CC)CC)C.CC1C=CC=CC=1P(C1C=CC=CC=1C)C1C=CC=CC=1C. (4) The reactants are: Cl.C(OC([NH:9][CH2:10][CH2:11][S:12][CH2:13][C:14]([O:16][CH2:17][CH3:18])=[O:15])=O)(C)(C)C. Given the product [NH2:9][CH2:10][CH2:11][S:12][CH2:13][C:14]([O:16][CH2:17][CH3:18])=[O:15], predict the reactants needed to synthesize it. (5) The reactants are: [F:1][C:2]1[CH:10]=[C:9]([F:11])[CH:8]=[C:7]2[C:3]=1[C:4](=[O:13])C(=O)[NH:6]2.[OH:14]O.Cl. Given the product [NH2:6][C:7]1[CH:8]=[C:9]([F:11])[CH:10]=[C:2]([F:1])[C:3]=1[C:4]([OH:13])=[O:14], predict the reactants needed to synthesize it. (6) Given the product [CH:8]1[C:9]2[CH2:10][CH2:11][CH2:12][CH2:13][C:14]=2[CH:15]=[CH:16][C:7]=1[C:5]1[N:6]=[C:2]([NH:1][C:17]([C:18]2[CH:26]=[CH:25][CH:24]=[CH:23][C:19]=2[C:20]([OH:22])=[O:21])=[O:27])[S:3][CH:4]=1, predict the reactants needed to synthesize it. The reactants are: [NH2:1][C:2]1[S:3][CH:4]=[C:5]([C:7]2[CH:16]=[CH:15][C:14]3[CH2:13][CH2:12][CH2:11][CH2:10][C:9]=3[CH:8]=2)[N:6]=1.[C:17]1(=[O:27])[O:22][C:20](=[O:21])[C:19]2=[CH:23][CH:24]=[CH:25][CH:26]=[C:18]12.